Regression. Given a peptide amino acid sequence and an MHC pseudo amino acid sequence, predict their binding affinity value. This is MHC class I binding data. From a dataset of Peptide-MHC class I binding affinity with 185,985 pairs from IEDB/IMGT. The peptide sequence is IEAGDEVFF. The MHC is HLA-A69:01 with pseudo-sequence HLA-A69:01. The binding affinity (normalized) is 0.0847.